Task: Predict the product of the given reaction.. Dataset: Forward reaction prediction with 1.9M reactions from USPTO patents (1976-2016) (1) Given the reactants C([Si](C)(C)[O:6][C@@H:7]1[CH2:11][CH2:10][N:9]([S:12]([C:15]2[CH:20]=[CH:19][CH:18]=[CH:17][C:16]=2[NH:21][C:22]2[C:27]([Cl:28])=[CH:26][N:25]=[C:24](Cl)[N:23]=2)(=[O:14])=[O:13])[CH2:8]1)(C)(C)C.[NH2:32][C:33]1[CH:34]=[CH:35][C:36]2[CH2:42][CH:41]([NH:43][CH2:44][CH2:45][OH:46])[CH2:40][CH2:39][CH2:38][C:37]=2[C:47]=1[O:48][CH3:49], predict the reaction product. The product is: [Cl:28][C:27]1[C:22]([NH:21][C:16]2[CH:17]=[CH:18][CH:19]=[CH:20][C:15]=2[S:12]([N:9]2[CH2:10][CH2:11][C@@H:7]([OH:6])[CH2:8]2)(=[O:13])=[O:14])=[N:23][C:24]([NH:32][C:33]2[CH:34]=[CH:35][C:36]3[CH2:42][CH:41]([NH:43][CH2:44][CH2:45][OH:46])[CH2:40][CH2:39][CH2:38][C:37]=3[C:47]=2[O:48][CH3:49])=[N:25][CH:26]=1. (2) The product is: [CH3:36][N:31]([C:26]1[CH:27]=[CH:28][CH:29]=[CH:30][C:25]=1[CH2:24][N:21]1[C:19]2[N:20]=[C:15]([NH:14][C:11]3[CH:12]=[CH:13][C:8]([N:6]4[CH2:5][CH2:4][NH:3][C@H:2]([CH3:1])[CH2:7]4)=[CH:9][CH:10]=3)[N:16]=[CH:17][C:18]=2[CH:23]=[CH:22]1)[S:32]([CH3:35])(=[O:33])=[O:34]. Given the reactants [CH3:1][C@@H:2]1[CH2:7][N:6]([C:8]2[CH:13]=[CH:12][C:11]([NH:14][C:15]3[N:16]=[CH:17][C:18]4[CH:23]=[CH:22][N:21]([CH2:24][C:25]5[CH:30]=[CH:29][CH:28]=[CH:27][C:26]=5[N:31]([CH3:36])[S:32]([CH3:35])(=[O:34])=[O:33])[C:19]=4[N:20]=3)=[CH:10][CH:9]=2)[CH2:5][CH2:4][N:3]1C(OC(C)(C)C)=O.C(O)(C(F)(F)F)=O, predict the reaction product. (3) Given the reactants [N:1]([CH:4]([O:16][CH2:17][CH2:18][O:19][CH2:20][C:21]([O:23][CH2:24][CH3:25])=[O:22])[CH2:5][O:6][C:7]1[CH:15]=[CH:14][CH:13]=[CH:12][C:8]=1C(O)=O)=[N+:2]=[N-:3].C1C(=O)N(OC(ON2C(=O)CCC2=O)=O)C(=O)C1.[F:44][C:45]([F:50])([F:49])[C:46](O)=[O:47].[NH2:51][CH2:52][CH2:53][NH:54][C:55](=[O:60])C(F)(F)F.C(N(C(C)C)CC)(C)C, predict the reaction product. The product is: [CH2:24]([O:23][C:21](=[O:22])[CH2:20][O:19][CH2:18][CH2:17][O:16][CH:4]([N:1]=[N+:2]=[N-:3])[CH2:5][O:6][C:7]1[CH:8]=[CH:12][CH:13]=[C:14]([C:55](=[O:60])[NH:54][CH2:53][CH2:52][NH:51][C:46](=[O:47])[C:45]([F:50])([F:49])[F:44])[CH:15]=1)[CH3:25].